Regression. Given a peptide amino acid sequence and an MHC pseudo amino acid sequence, predict their binding affinity value. This is MHC class I binding data. From a dataset of Peptide-MHC class I binding affinity with 185,985 pairs from IEDB/IMGT. (1) The peptide sequence is LLMRTTWAL. The MHC is HLA-A02:01 with pseudo-sequence HLA-A02:01. The binding affinity (normalized) is 0.858. (2) The peptide sequence is VFSEIATSV. The MHC is H-2-Dd with pseudo-sequence H-2-Dd. The binding affinity (normalized) is 0. (3) The peptide sequence is YELDLWGKI. The MHC is HLA-B08:03 with pseudo-sequence HLA-B08:03. The binding affinity (normalized) is 0.0847. (4) The peptide sequence is FNANAEEYHA. The MHC is HLA-B35:03 with pseudo-sequence HLA-B35:03. The binding affinity (normalized) is 0. (5) The peptide sequence is NFINVELSL. The MHC is HLA-B38:01 with pseudo-sequence HLA-B38:01. The binding affinity (normalized) is 0.0625.